Task: Predict the reaction yield, written as a fraction of the theoretical maximum amount of product (1.0 means a 100% yield; for example, 0.34 means a 34% yield).. Dataset: Reaction yield outcomes from USPTO patents with 853,638 reactions (1) The reactants are C[CH:2]1[C:8]2[CH2:9][CH2:10][C:11]3[CH2:12][CH:13](C(OCCCC)=O)[NH:14][C:15]=3[C:7]=2[CH:6]=[N:5][C:4]([N:23]2[CH:28]=[CH:27][C:26]([C:29]3[CH:30]=[N:31][C:32]([C:35]([F:38])([F:37])[F:36])=[CH:33][CH:34]=3)=[N:25][C:24]2=[O:39])=[CH:3]1.[C:40](O)(C(F)(F)F)=O.C(Cl)[Cl:48]. No catalyst specified. The product is [ClH:48].[CH3:13][N:14]1[C:2]2[CH:3]=[C:4]([N:23]3[CH:28]=[CH:27][C:26]([C:29]4[CH:30]=[N:31][C:32]([C:35]([F:38])([F:37])[F:36])=[CH:33][CH:34]=4)=[N:25][C:24]3=[O:39])[CH:10]=[CH:9][C:8]=2[C:7]2[CH2:6][NH:5][CH2:40][CH2:12][CH2:11][C:15]1=2. The yield is 0.370. (2) The reactants are [CH2:1]([O:8][C:9]1[C:14]([C:15]2[CH:23]=[C:22]([C:24]([CH3:27])([CH3:26])[CH3:25])[C:21]([O:28][CH3:29])=[CH:20][C:16]=2[C:17]([OH:19])=O)=[CH:13][CH:12]=[CH:11][N:10]=1)[C:2]1[CH:7]=[CH:6][CH:5]=[CH:4][CH:3]=1.C([N:32]1[CH2:37][CH2:36][CH2:35][CH2:34][CH2:33]1)#N.C1C=CC2N(O)N=[N:44][C:42]=2C=1.CCN=C=NCCCN(C)C.CCN(C(C)C)C(C)C. The catalyst is CN(C=O)C. The product is [CH2:1]([O:8][C:9]1[C:14]([C:15]2[CH:23]=[C:22]([C:24]([CH3:27])([CH3:26])[CH3:25])[C:21]([O:28][CH3:29])=[CH:20][C:16]=2[C:17]([N:32]2[CH2:33][CH2:34][CH:35]([C:42]#[N:44])[CH2:36][CH2:37]2)=[O:19])=[CH:13][CH:12]=[CH:11][N:10]=1)[C:2]1[CH:3]=[CH:4][CH:5]=[CH:6][CH:7]=1. The yield is 0.990. (3) The reactants are [Cl:1][C:2]1[C:6]2[CH:7]=[CH:8][C:9]([C:11]([O:13]CC)=[O:12])=[CH:10][C:5]=2[O:4][CH:3]=1.[OH-].[Na+]. The catalyst is CO.O. The product is [Cl:1][C:2]1[C:6]2[CH:7]=[CH:8][C:9]([C:11]([OH:13])=[O:12])=[CH:10][C:5]=2[O:4][CH:3]=1. The yield is 0.920. (4) The reactants are [CH2:1]=[C:2]([C:4]1[CH:5]=[C:6]([C:10]([NH:13][C:14](=[O:24])[O:15][CH:16]2[CH:21]3[CH2:22][CH2:23][N:18]([CH2:19][CH2:20]3)[CH2:17]2)([CH3:12])[CH3:11])[CH:7]=[CH:8][CH:9]=1)[CH3:3]. The catalyst is [OH-].[Pd+2].[OH-]. The product is [CH3:3][CH:2]([C:4]1[CH:5]=[C:6]([C:10]([NH:13][C:14](=[O:24])[O:15][CH:16]2[CH:21]3[CH2:20][CH2:19][N:18]([CH2:23][CH2:22]3)[CH2:17]2)([CH3:11])[CH3:12])[CH:7]=[CH:8][CH:9]=1)[CH3:1]. The yield is 0.330. (5) The yield is 0.540. The product is [CH2:24]([N:6]1[C:7](=[O:23])[C:8]([C:11]2[NH:16][C:15]3[CH:17]=[CH:18][CH:19]=[CH:20][C:14]=3[S:13](=[O:21])(=[O:22])[N:12]=2)=[C:9]([OH:10])[C:4]2[S:3][CH:2]=[N:31][C:5]1=2)[C:25]1[CH:26]=[CH:27][CH:28]=[CH:29][CH:30]=1. The catalyst is CN(C=O)C. The reactants are N[C:2]1[S:3][C:4]2[C:9]([OH:10])=[C:8]([C:11]3[NH:16][C:15]4[CH:17]=[CH:18][CH:19]=[CH:20][C:14]=4[S:13](=[O:22])(=[O:21])[N:12]=3)[C:7](=[O:23])[N:6]([CH2:24][C:25]3[CH:30]=[CH:29][CH:28]=[CH:27][CH:26]=3)[C:5]=2[N:31]=1.N(OC(C)(C)C)=O. (6) The reactants are [N:1]1[CH:6]=[CH:5][CH:4]=[CH:3][N:2]=1.CC1CCCN(C)C1(C)C.[Li].[O:18]1[C:22]2([CH2:27][CH2:26][C:25](=[O:28])[CH2:24][CH2:23]2)[O:21][CH2:20][CH2:19]1. The catalyst is C1COCC1. The product is [N:1]1[CH:6]=[CH:5][CH:4]=[C:3]([C:25]2([OH:28])[CH2:26][CH2:27][C:22]3([O:21][CH2:20][CH2:19][O:18]3)[CH2:23][CH2:24]2)[N:2]=1. The yield is 0.440. (7) The reactants are [C:1]1([C:7]2[CH:12]=[CH:11][C:10]([OH:13])=[CH:9][CH:8]=2)[CH:6]=[CH:5][CH:4]=[CH:3][CH:2]=1.[CH2:14]([O:16][CH:17]([O:20][CH2:21][CH3:22])[CH2:18]Br)[CH3:15].[OH-].[K+]. The catalyst is CS(C)=O.O. The product is [CH2:14]([O:16][CH:17]([O:20][CH2:21][CH3:22])[CH2:18][O:13][C:10]1[CH:9]=[CH:8][C:7]([C:1]2[CH:2]=[CH:3][CH:4]=[CH:5][CH:6]=2)=[CH:12][CH:11]=1)[CH3:15]. The yield is 0.940. (8) The reactants are [NH:1]1[C:9]2[C:4](=[CH:5][C:6]([C:10]([OH:12])=O)=[CH:7][CH:8]=2)[CH:3]=[CH:2]1.[NH:13]1[CH2:18][CH2:17][CH2:16][C@@H:15]2[C:19]3[CH:20]=[CH:21][CH:22]=[CH:23][C:24]=3[CH2:25][C@H:14]12.F[P-](F)(F)(F)(F)F.N1(OC(N(C)C)=[N+](C)C)C2N=CC=CC=2N=N1. No catalyst specified. The product is [N:13]1([C:10]([C:6]2[CH:5]=[C:4]3[C:9](=[CH:8][CH:7]=2)[NH:1][CH:2]=[CH:3]3)=[O:12])[CH2:18][CH2:17][CH2:16][C@@H:15]2[C:19]3[CH:20]=[CH:21][CH:22]=[CH:23][C:24]=3[CH2:25][C@H:14]12. The yield is 0.430. (9) The reactants are [NH:1]1[CH2:5][CH2:4][CH2:3][CH:2]1[CH2:6][NH:7][C:8]1[CH:17]=[CH:16][C:11]([C:12]([O:14][CH3:15])=[O:13])=[CH:10][CH:9]=1.[CH3:18][O:19][C:20]1[CH:21]=[C:22]([CH2:37][C:38](O)=[O:39])[CH:23]=[CH:24][C:25]=1[NH:26][C:27]([NH:29][C:30]1[CH:35]=[CH:34][CH:33]=[CH:32][C:31]=1[CH3:36])=[O:28].C(Cl)CCl.C1C=CC2N(O)N=NC=2C=1. The catalyst is CN(C1C=CN=CC=1)C.CCOC(C)=O. The product is [CH3:18][O:19][C:20]1[CH:21]=[C:22]([CH2:37][C:38]([N:1]2[CH2:5][CH2:4][CH2:3][CH:2]2[CH2:6][NH:7][C:8]2[CH:17]=[CH:16][C:11]([C:12]([O:14][CH3:15])=[O:13])=[CH:10][CH:9]=2)=[O:39])[CH:23]=[CH:24][C:25]=1[NH:26][C:27]([NH:29][C:30]1[CH:35]=[CH:34][CH:33]=[CH:32][C:31]=1[CH3:36])=[O:28]. The yield is 0.980. (10) The reactants are [O:1]=[C:2]1[C:7]([CH2:8][C:9]2[CH:14]=[CH:13][C:12]([C:15]3[C:16]([C:21]#[N:22])=[CH:17][CH:18]=[CH:19][CH:20]=3)=[CH:11][CH:10]=2)=[C:6]([CH2:23][CH2:24][CH3:25])[N:5]2[N:26]=[CH:27][N:28]=[C:4]2[N:3]1[CH:29]1[CH2:34][CH2:33][C:32](=[O:35])[CH2:31][CH2:30]1.[CH3:36][C:37]([CH3:42])([CH2:40]O)[CH2:38][OH:39]. The catalyst is O.C1(C)C=CC(S(O)(=O)=O)=CC=1.C1(C)C=CC=CC=1. The product is [CH3:36][C:37]1([CH3:42])[CH2:38][O:39][C:32]2([CH2:31][CH2:30][CH:29]([N:3]3[C:2](=[O:1])[C:7]([CH2:8][C:9]4[CH:10]=[CH:11][C:12]([C:15]5[C:16]([C:21]#[N:22])=[CH:17][CH:18]=[CH:19][CH:20]=5)=[CH:13][CH:14]=4)=[C:6]([CH2:23][CH2:24][CH3:25])[N:5]4[N:26]=[CH:27][N:28]=[C:4]34)[CH2:34][CH2:33]2)[O:35][CH2:40]1. The yield is 1.00.